This data is from Retrosynthesis with 50K atom-mapped reactions and 10 reaction types from USPTO. The task is: Predict the reactants needed to synthesize the given product. (1) Given the product NC[C@@]1(CC(=O)O)C[C@@H]2CC(C3CCCC3)=C[C@@H]21, predict the reactants needed to synthesize it. The reactants are: CC(C)(C)OC(=O)C[C@]1(CN)C[C@@H]2CC(C3CCCC3)=C[C@@H]21. (2) Given the product CC(C)Cc1ccc(-c2nc3ccc(CN4CC(C(=O)O)C4)cc3o2)cc1C(F)(F)F, predict the reactants needed to synthesize it. The reactants are: CC(C)Cc1ccc(-c2nc3ccc(CO)cc3o2)cc1C(F)(F)F.O=C(O)C1CNC1. (3) The reactants are: CN.COc1ccc2c(c1)C(CC=O)CC(=O)N2C. Given the product CNCCC1CC(=O)N(C)c2ccc(OC)cc21, predict the reactants needed to synthesize it. (4) Given the product CC(C)OC(=O)NC(=O)C[C@H](C)Nc1ccc(Br)cc1, predict the reactants needed to synthesize it. The reactants are: CC(C)OC(=O)Cl.C[C@@H](CC(N)=O)Nc1ccc(Br)cc1. (5) Given the product CC(C)(C)OC(=O)N[C@]12CNC[C@H]1C(CF)C2, predict the reactants needed to synthesize it. The reactants are: CC(C)(C)OC(=O)N[C@@]12CC(CF)[C@@H]1CN(C(=O)OCc1ccccc1)C2. (6) The reactants are: CC(C)(C)OC(=O)N1CCC(CN)CC1.CC(C)(NC(=O)c1ccc(S(=O)(=O)Nc2ccccc2Oc2ccccc2)cc1)C(=O)O. Given the product CC(C)(C)OC(=O)N1CCC(CNC(=O)C(C)(C)NC(=O)c2ccc(S(=O)(=O)Nc3ccccc3Oc3ccccc3)cc2)CC1, predict the reactants needed to synthesize it.